Dataset: Peptide-MHC class II binding affinity with 134,281 pairs from IEDB. Task: Regression. Given a peptide amino acid sequence and an MHC pseudo amino acid sequence, predict their binding affinity value. This is MHC class II binding data. (1) The peptide sequence is MNMSRQGIFQTVGSG. The MHC is DRB1_0401 with pseudo-sequence DRB1_0401. The binding affinity (normalized) is 0.319. (2) The peptide sequence is LSEMKEAFHGLDVKF. The MHC is DRB1_0301 with pseudo-sequence DRB1_0301. The binding affinity (normalized) is 0.404. (3) The binding affinity (normalized) is 0.404. The peptide sequence is PEAKYDAYVATLTEA. The MHC is DRB5_0101 with pseudo-sequence DRB5_0101. (4) The peptide sequence is DCCMEILGAVLEAVD. The MHC is DRB1_1101 with pseudo-sequence DRB1_1101. The binding affinity (normalized) is 0.130. (5) The peptide sequence is AEAPASAAAPEEQVQ. The MHC is DRB1_1501 with pseudo-sequence DRB1_1501. The binding affinity (normalized) is 0.